This data is from Full USPTO retrosynthesis dataset with 1.9M reactions from patents (1976-2016). The task is: Predict the reactants needed to synthesize the given product. (1) Given the product [CH3:1][C:2]1[N:3]=[C:4]([C:24]#[N:25])[CH:5]=[C:6](/[CH:8]=[CH:9]/[C:10]2[CH:15]=[CH:14][CH:13]=[CH:12][CH:11]=2)[CH:7]=1, predict the reactants needed to synthesize it. The reactants are: [CH3:1][C:2]1[CH:7]=[C:6]([CH:8]=[CH:9][C:10]2[CH:15]=[CH:14][CH:13]=[CH:12][CH:11]=2)[CH:5]=[CH:4][N+:3]=1[O-].COS(OC)(=O)=O.[C-:24]#[N:25].[Na+]. (2) Given the product [CH3:20][O:21][C:22]1[CH:41]=[CH:40][C:25]([C:26]([O:3][C@@H:2]2[C@H:4]([OH:5])[C@@H:6]([CH2:7][O:8][C:26]([C:27]3[CH:32]=[CH:31][CH:30]=[CH:29][CH:28]=3)([C:33]3[CH:34]=[CH:35][CH:36]=[CH:37][CH:38]=3)[C:25]3[CH:40]=[CH:41][C:22]([O:21][CH3:20])=[CH:23][CH:24]=3)[O:9][C@H:1]2[N:10]2[C:19]3[N:18]=[CH:17][N:16]=[C:14]([NH:15][C:26]([C:33]4[CH:38]=[CH:37][CH:36]=[CH:35][CH:34]=4)([C:27]4[CH:32]=[CH:31][CH:30]=[CH:29][CH:28]=4)[C:25]4[CH:24]=[CH:23][C:22]([O:21][CH3:20])=[CH:41][CH:40]=4)[C:13]=3[N:12]=[CH:11]2)([C:33]2[CH:38]=[CH:37][CH:36]=[CH:35][CH:34]=2)[C:27]2[CH:32]=[CH:31][CH:30]=[CH:29][CH:28]=2)=[CH:24][CH:23]=1, predict the reactants needed to synthesize it. The reactants are: [C@@H:1]1([N:10]2[C:19]3[N:18]=[CH:17][N:16]=[C:14]([NH2:15])[C:13]=3[N:12]=[CH:11]2)[O:9][C@H:6]([CH2:7][OH:8])[C@@H:4]([OH:5])[C@H:2]1[OH:3].[CH3:20][O:21][C:22]1[CH:41]=[CH:40][C:25]([C:26](Cl)([C:33]2[CH:38]=[CH:37][CH:36]=[CH:35][CH:34]=2)[C:27]2[CH:32]=[CH:31][CH:30]=[CH:29][CH:28]=2)=[CH:24][CH:23]=1. (3) The reactants are: CC[C@@H](O)[C@@](O)([C@@H]1OC(=O)[C@H](C)[C@@H](O[C@@H]2O[C@@H](C)[C@H](O)[C@@](OC)(C)C2)[C@H](C)[C@@H](O[C@@H]2O[C@H](C)C[C@H](N(C)C)[C@H]2O)[C@]2(C)OC(=C(C)C2)[C@@H]1C)C.[CH3:51][CH2:52][C@H:53]1[O:68][C:66](=[O:67])[C@H:65]([CH3:69])[C@@H:64]([O:70][C@@H:71]2[O:76][C@@H:75]([CH3:77])[C@H:74]([OH:78])[C@@:73]([O:80][CH3:81])([CH3:79])[CH2:72]2)[C@H:63]([CH3:82])[C@@H:62]([O:83][C@@H:84]2[O:89][C@H:88]([CH3:90])[CH2:87][C@H:86]([N:91]([CH3:93])[CH3:92])[C@H:85]2[OH:94])[C@@:61](O)([CH3:95])[CH2:60][C@@H:59]([CH3:97])[C:57](=[O:58])[C@H:56]([CH3:98])[C@@H:55]([OH:99])[C@@:54]1([OH:101])[CH3:100].C(=O)([O-])O.[Na+]. Given the product [CH3:51][CH2:52][C@H:53]1[O:68][C:66](=[O:67])[C@H:65]([CH3:69])[C@@H:64]([O:70][C@@H:71]2[O:76][C@@H:75]([CH3:77])[C@H:74]([OH:78])[C@@:73]([O:80][CH3:81])([CH3:79])[CH2:72]2)[C@H:63]([CH3:82])[C@@H:62]([O:83][C@@H:84]2[O:89][C@H:88]([CH3:90])[CH2:87][C@H:86]([N:91]([CH3:92])[CH3:93])[C@H:85]2[OH:94])[C@:61]2([CH3:95])[O:58][C:57](=[C:59]([CH3:97])[CH2:60]2)[C@H:56]([CH3:98])[C@@H:55]([OH:99])[C@@:54]1([OH:101])[CH3:100], predict the reactants needed to synthesize it. (4) The reactants are: [NH2:1][C:2]1[CH:7]=[C:6]([C:8]([F:11])([F:10])[F:9])[C:5]([C:12]2[CH:17]=[CH:16][C:15]([S:18]([NH:21][C:22]3([CH3:25])[CH2:24][CH2:23]3)(=[O:20])=[O:19])=[CH:14][CH:13]=2)=[C:4]([Cl:26])[CH:3]=1.[C:27](N1C=CN=C1)(N1C=CN=C1)=[S:28]. Given the product [Cl:26][C:4]1[CH:3]=[C:2]([N:1]=[C:27]=[S:28])[CH:7]=[C:6]([C:8]([F:9])([F:11])[F:10])[C:5]=1[C:12]1[CH:17]=[CH:16][C:15]([S:18]([NH:21][C:22]2([CH3:25])[CH2:24][CH2:23]2)(=[O:19])=[O:20])=[CH:14][CH:13]=1, predict the reactants needed to synthesize it. (5) Given the product [F:41][C:38]1[CH:39]=[CH:40][C:35]([N:29]2[C:30]([C:31]([F:34])([F:33])[F:32])=[C:26]([C:24]([NH:23][CH:4]([CH2:5][C:6]3[CH:11]=[CH:10][C:9]([C:12]4[CH:17]=[CH:16][C:15]([O:18][C:19]([F:22])([F:20])[F:21])=[CH:14][CH:13]=4)=[CH:8][CH:7]=3)[C:3]([OH:42])=[O:2])=[O:25])[CH:27]=[N:28]2)=[CH:36][CH:37]=1, predict the reactants needed to synthesize it. The reactants are: C[O:2][C:3](=[O:42])[CH:4]([NH:23][C:24]([C:26]1[CH:27]=[N:28][N:29]([C:35]2[CH:40]=[CH:39][C:38]([F:41])=[CH:37][CH:36]=2)[C:30]=1[C:31]([F:34])([F:33])[F:32])=[O:25])[CH2:5][C:6]1[CH:11]=[CH:10][C:9]([C:12]2[CH:17]=[CH:16][C:15]([O:18][C:19]([F:22])([F:21])[F:20])=[CH:14][CH:13]=2)=[CH:8][CH:7]=1.[Li+].[OH-].FC1C=CC(N2C(C(F)(F)F)=C(C(NC(CC3C=CC(C4C=CC(C(F)(F)F)=CC=4)=CC=3)C(O)=O)=O)C=N2)=CC=1. (6) Given the product [CH2:16]([C:14]1[CH:13]=[CH:12][C:5]2=[C:6]3[C:11](=[C:2]([NH2:1])[N:3]=[C:4]2[CH:15]=1)[N:10]=[CH:9][CH:8]=[CH:7]3)[CH:19]([CH3:21])[CH3:20], predict the reactants needed to synthesize it. The reactants are: [NH2:1][C:2]1[C:11]2[N:10]=[CH:9][CH:8]=[CH:7][C:6]=2[C:5]2[CH:12]=[CH:13][C:14]([CH:16]=O)=[CH:15][C:4]=2[N:3]=1.[Br-].[CH:19]([P+](C1C=CC=CC=1)(C1C=CC=CC=1)C1C=CC=CC=1)([CH3:21])[CH3:20]. (7) Given the product [OH:8][C@H:9](/[C:17](/[CH3:25])=[CH:18]/[C:19]1[N:20]=[C:21]([CH3:24])[S:22][CH:23]=1)[C@@H:10]([CH3:16])/[CH:11]=[C:12](/[CH3:15])\[CH:13]=[CH2:14], predict the reactants needed to synthesize it. The reactants are: [Si]([O:8][C@H:9](/[C:17](/[CH3:25])=[CH:18]/[C:19]1[N:20]=[C:21]([CH3:24])[S:22][CH:23]=1)[C@@H:10]([CH3:16])/[CH:11]=[C:12](/[CH3:15])\[CH:13]=[CH2:14])(C(C)(C)C)(C)C.F.